Dataset: Peptide-MHC class I binding affinity with 185,985 pairs from IEDB/IMGT. Task: Regression. Given a peptide amino acid sequence and an MHC pseudo amino acid sequence, predict their binding affinity value. This is MHC class I binding data. (1) The peptide sequence is LLNMRDLIV. The MHC is HLA-A68:02 with pseudo-sequence HLA-A68:02. The binding affinity (normalized) is 0.0710. (2) The peptide sequence is LLGLWGFATA. The MHC is HLA-A02:03 with pseudo-sequence HLA-A02:03. The binding affinity (normalized) is 0.941. (3) The peptide sequence is YRLLLTRVL. The MHC is Mamu-B1001 with pseudo-sequence Mamu-B1001. The binding affinity (normalized) is 0.707. (4) The peptide sequence is GTITGGVCYY. The MHC is HLA-A26:01 with pseudo-sequence HLA-A26:01. The binding affinity (normalized) is 0.557. (5) The peptide sequence is ETFNTPAMY. The MHC is HLA-A69:01 with pseudo-sequence HLA-A69:01. The binding affinity (normalized) is 0.622. (6) The peptide sequence is ESEKNETWKL. The MHC is HLA-A01:01 with pseudo-sequence HLA-A01:01. The binding affinity (normalized) is 0.0924. (7) The peptide sequence is YYPEDPVKL. The MHC is HLA-B58:01 with pseudo-sequence HLA-B58:01. The binding affinity (normalized) is 0.0847.